From a dataset of Catalyst prediction with 721,799 reactions and 888 catalyst types from USPTO. Predict which catalyst facilitates the given reaction. (1) Reactant: C[Li].[CH:3]([Mg]Cl)([CH3:5])[CH3:4].[F:8][C:9]1([F:22])[C:18]2[C:13](=[CH:14][CH:15]=[C:16]([F:19])[CH:17]=2)[C:12](=[O:20])[CH:11]([OH:21])[CH2:10]1. Product: [F:22][C:9]1([F:8])[C:18]2[C:13](=[CH:14][CH:15]=[C:16]([F:19])[CH:17]=2)[C:12]([CH:3]([CH3:5])[CH3:4])([OH:20])[CH:11]([OH:21])[CH2:10]1. The catalyst class is: 1. (2) Reactant: [CH2:1]([C:3]1([C:14]2[CH:19]=[CH:18][CH:17]=[C:16]([O:20]CC3C=CC=CC=3)[CH:15]=2)[CH2:9][CH2:8][CH2:7][CH2:6][N:5]([CH2:10][CH2:11][OH:12])[C:4]1=[O:13])[CH3:2]. Product: [CH2:1]([C:3]1([C:14]2[CH:19]=[CH:18][CH:17]=[C:16]([OH:20])[CH:15]=2)[CH2:9][CH2:8][CH2:7][CH2:6][N:5]([CH2:10][CH2:11][OH:12])[C:4]1=[O:13])[CH3:2]. The catalyst class is: 19. (3) The catalyst class is: 1. Reactant: C([Li])CCC.Cl[CH2:7][CH2:8][CH2:9][C:10]#[CH:11].[CH2:12]([Sn:16](Cl)([CH2:21][CH2:22][CH2:23][CH3:24])[CH2:17][CH2:18][CH2:19][CH3:20])[CH2:13][CH2:14][CH3:15]. Product: [CH2:21]([Sn:16]([CH2:12][CH2:13][CH2:14][CH3:15])([CH2:17][CH2:18][CH2:19][CH3:20])[C:7]#[C:8][CH:9]1[CH2:11][CH2:10]1)[CH2:22][CH2:23][CH3:24]. (4) Reactant: [CH:1]1([C:4]2[C:13]([CH:14]=[O:15])=[C:12]([C:16]3[CH:21]=[CH:20][C:19]([F:22])=[CH:18][CH:17]=3)[C:11]3[C:6](=[CH:7][CH:8]=[CH:9][CH:10]=3)[N:5]=2)[CH2:3][CH2:2]1.[C:23](#[N:25])[CH3:24].[H-].[Na+].C(O)(=O)C. Product: [CH:1]1([C:4]2[C:13]([CH:14]([OH:15])[CH2:24][C:23]#[N:25])=[C:12]([C:16]3[CH:21]=[CH:20][C:19]([F:22])=[CH:18][CH:17]=3)[C:11]3[C:6](=[CH:7][CH:8]=[CH:9][CH:10]=3)[N:5]=2)[CH2:2][CH2:3]1. The catalyst class is: 6. (5) Reactant: [CH3:1][C:2]1[C:11]([N+:12]([O-:14])=[O:13])=[C:10]2[C:5]([CH:6]=[CH:7][CH:8]=[N:9]2)=[CH:4][CH:3]=1.CO[CH:17](OC)[N:18]([CH3:20])[CH3:19].O. Product: [CH3:17][N:18]([CH3:20])/[CH:19]=[CH:1]/[C:2]1[C:11]([N+:12]([O-:14])=[O:13])=[C:10]2[C:5]([CH:6]=[CH:7][CH:8]=[N:9]2)=[CH:4][CH:3]=1. The catalyst class is: 3. (6) Reactant: [ClH:1].[C:2]([NH:5][C:6]1[S:14][C:13]2[CH2:12][CH2:11][N:10](C(OC(C)(C)C)=O)[CH2:9][C:8]=2[C:7]=1[C:22]1[S:23][C:24]2[CH:30]=[CH:29][CH:28]=[CH:27][C:25]=2[N:26]=1)(=[O:4])[CH3:3]. Product: [Cl-:1].[C:2]([NH:5][C:6]1[S:14][C:13]2[CH2:12][CH2:11][NH2+:10][CH2:9][C:8]=2[C:7]=1[C:22]1[S:23][C:24]2[CH:30]=[CH:29][CH:28]=[CH:27][C:25]=2[N:26]=1)(=[O:4])[CH3:3]. The catalyst class is: 12. (7) Product: [Cl:1][C:2]1[CH:3]=[CH:4][C:5]2[S:9][C:8]([CH2:10][O:11][C:12]3[CH:13]=[C:14]([CH:17]=[CH:18][N:19]=3)[C:15]([NH2:16])=[O:21])=[N:7][C:6]=2[CH:20]=1. The catalyst class is: 82. Reactant: [Cl:1][C:2]1[CH:3]=[CH:4][C:5]2[S:9][C:8]([CH2:10][O:11][C:12]3[CH:13]=[C:14]([CH:17]=[CH:18][N:19]=3)[C:15]#[N:16])=[N:7][C:6]=2[CH:20]=1.[OH2:21].N.